From a dataset of Forward reaction prediction with 1.9M reactions from USPTO patents (1976-2016). Predict the product of the given reaction. (1) Given the reactants [F:1][C:2]1[CH:7]=[CH:6][C:5]([N:8]2[C:16]3[C:11](=[CH:12][C:13]([CH:17]([C:19]4[CH:24]=[CH:23][CH:22]=[CH:21][CH:20]=4)[OH:18])=[CH:14][CH:15]=3)[CH:10]=[N:9]2)=[CH:4][CH:3]=1.CC(OI1(OC(C)=O)(OC(C)=O)OC(=O)C2C=CC=CC1=2)=O, predict the reaction product. The product is: [F:1][C:2]1[CH:3]=[CH:4][C:5]([N:8]2[C:16]3[C:11](=[CH:12][C:13]([C:17]([C:19]4[CH:20]=[CH:21][CH:22]=[CH:23][CH:24]=4)=[O:18])=[CH:14][CH:15]=3)[CH:10]=[N:9]2)=[CH:6][CH:7]=1. (2) Given the reactants [OH:1][C:2]1[CH:10]=[C:9]([O:11][CH2:12][CH2:13][OH:14])[CH:8]=[CH:7][C:3]=1[C:4]([OH:6])=[O:5].Cl[CH2:16][C:17]1[C:26]2[C:21](=[CH:22][CH:23]=[CH:24][CH:25]=2)[CH:20]=[CH:19][CH:18]=1.C([O-])([O-])=O.[K+].[K+].[OH-].[Na+], predict the reaction product. The product is: [OH:14][CH2:13][CH2:12][O:11][C:9]1[CH:8]=[CH:7][C:3]([C:4]([OH:6])=[O:5])=[C:2]([O:1][CH2:16][C:17]2[C:26]3[C:21](=[CH:22][CH:23]=[CH:24][CH:25]=3)[CH:20]=[CH:19][CH:18]=2)[CH:10]=1. (3) Given the reactants [CH3:1][N:2]1[CH2:8][C@@H:7]2[C@H:3]1[CH2:4][N:5]([C:9]1[CH:10]=[C:11]([C:15]3[CH:16]=[CH:17][CH:18]=[C:19]4[C:23]=3[NH:22][CH:21]=[CH:20]4)[CH:12]=[N:13][CH:14]=1)[CH2:6]2.[CH3:24][C:25]1[CH:26]=[CH:27][C:28]([S:31]([OH:34])(=[O:33])=[O:32])=[CH:29][CH:30]=1.O, predict the reaction product. The product is: [S:31]([C:28]1[CH:29]=[CH:30][C:25]([CH3:24])=[CH:26][CH:27]=1)([OH:34])(=[O:33])=[O:32].[S:31]([C:28]1[CH:29]=[CH:30][C:25]([CH3:24])=[CH:26][CH:27]=1)([OH:34])(=[O:33])=[O:32].[S:31]([C:28]1[CH:29]=[CH:30][C:25]([CH3:24])=[CH:26][CH:27]=1)([OH:34])(=[O:33])=[O:32].[CH3:1][N:2]1[CH2:8][C@@H:7]2[C@H:3]1[CH2:4][N:5]([C:9]1[CH:10]=[C:11]([C:15]3[CH:16]=[CH:17][CH:18]=[C:19]4[C:23]=3[NH:22][CH:21]=[CH:20]4)[CH:12]=[N:13][CH:14]=1)[CH2:6]2. (4) Given the reactants [CH3:1][O:2][CH2:3][CH2:4][NH:5][C:6]1[C:7](=[O:20])[C:8]2[CH:12]=[C:11]([C:13]([O:15][CH3:16])=[O:14])[S:10][C:9]=2[C:17](=[O:19])[CH:18]=1.CO.[C:23](OC(=O)C)(=[O:25])[CH3:24], predict the reaction product. The product is: [C:23]([N:5]([C:6]1[C:7](=[O:20])[C:8]2[CH:12]=[C:11]([C:13]([O:15][CH3:16])=[O:14])[S:10][C:9]=2[C:17](=[O:19])[CH:18]=1)[CH2:4][CH2:3][O:2][CH3:1])(=[O:25])[CH3:24].